From a dataset of Catalyst prediction with 721,799 reactions and 888 catalyst types from USPTO. Predict which catalyst facilitates the given reaction. (1) Reactant: Br[C:2]1[CH:12]=[C:11]([C:13]([O:15][CH2:16][CH3:17])=[O:14])[C:10](Br)=[CH:9][C:3]=1[C:4]([O:6][CH2:7][CH3:8])=[O:5].C([Sn](CCCC)(CCCC)[C:24]1[S:25][CH:26]=[CH:27][CH:28]=1)CCC.[F-].[K+]. Product: [S:25]1[CH:26]=[CH:27][CH:28]=[C:24]1[C:2]1[CH:12]=[C:11]([C:13]([O:15][CH2:16][CH3:17])=[O:14])[C:10]([C:26]2[S:25][CH:24]=[CH:28][CH:27]=2)=[CH:9][C:3]=1[C:4]([O:6][CH2:7][CH3:8])=[O:5]. The catalyst class is: 516. (2) Reactant: Cl[S:2]([OH:5])(=[O:4])=[O:3].[C:6]([C:10]1[CH:15]=[C:14]([F:16])[CH:13]=[CH:12][C:11]=1S(O)(=O)=O)([CH3:9])([CH3:8])[CH3:7]. Product: [C:6]([C:10]1[CH:11]=[CH:12][C:13]([S:2]([OH:5])(=[O:4])=[O:3])=[C:14]([F:16])[CH:15]=1)([CH3:9])([CH3:7])[CH3:8]. The catalyst class is: 4. (3) Reactant: C(O)(C(F)(F)F)=O.[C:8]1([C:14]2[N:22]([CH:23]3[CH2:28][CH2:27][N:26](C(OC(C)(C)C)=O)[CH2:25][CH2:24]3)[C:17]3=[N:18][CH:19]=[CH:20][CH:21]=[C:16]3[N:15]=2)[CH:13]=[CH:12][CH:11]=[CH:10][CH:9]=1.C([O-])(O)=O.[Na+]. Product: [C:8]1([C:14]2[N:22]([CH:23]3[CH2:28][CH2:27][NH:26][CH2:25][CH2:24]3)[C:17]3=[N:18][CH:19]=[CH:20][CH:21]=[C:16]3[N:15]=2)[CH:9]=[CH:10][CH:11]=[CH:12][CH:13]=1. The catalyst class is: 2. (4) Reactant: [OH-].[Na+].C([O:5][C:6](=[O:38])[C:7]([CH3:37])([CH3:36])[NH:8][C:9](=[O:35])[C:10]1[CH:15]=[CH:14][CH:13]=[C:12]([C:16]2[C:25]3[C:20](=[CH:21][C:22]([O:31][CH3:32])=[C:23]4[O:28][C:27]([CH3:30])([CH3:29])[CH2:26][C:24]4=3)[CH2:19][C:18]([CH3:34])([CH3:33])[N:17]=2)[CH:11]=1)C.[ClH:39]. Product: [ClH:39].[CH3:37][C:7]([C:6]([OH:38])=[O:5])([CH3:36])[NH:8][C:9](=[O:35])[C:10]1[CH:15]=[CH:14][CH:13]=[C:12]([C:16]2[C:25]3[C:20](=[CH:21][C:22]([O:31][CH3:32])=[C:23]4[O:28][C:27]([CH3:29])([CH3:30])[CH2:26][C:24]4=3)[CH2:19][C:18]([CH3:33])([CH3:34])[N:17]=2)[CH:11]=1. The catalyst class is: 8. (5) Reactant: C([O:3][P:4]([CH2:7][NH:8][CH2:9][C:10]1[CH:19]=[CH:18][C:17]2[C:12](=[C:13]([C:20]3[C:29]4[C:24](=[CH:25][CH:26]=[CH:27][CH:28]=4)[CH:23]=[CH:22][CH:21]=3)[CH:14]=[CH:15][CH:16]=2)[N:11]=1)(=[O:6])[OH:5])C.[Si](Br)(C)(C)C. Product: [C:20]1([C:13]2[CH:14]=[CH:15][CH:16]=[C:17]3[C:12]=2[N:11]=[C:10]([CH2:9][NH:8][CH2:7][P:4](=[O:3])([OH:5])[OH:6])[CH:19]=[CH:18]3)[C:29]2[C:24](=[CH:25][CH:26]=[CH:27][CH:28]=2)[CH:23]=[CH:22][CH:21]=1. The catalyst class is: 2. (6) Reactant: [S:1]1[CH:5]=[CH:4][N:3]=[C:2]1C=O.C(O[CH:11]([O:15][CH2:16][CH3:17])[O:12][CH2:13][CH3:14])C.C1(C)C=CC(S(O)(=O)=O)=CC=1.C(=O)(O)[O-].[Na+]. Product: [CH2:16]([O:15][CH:11]([C:2]1[S:1][CH:5]=[CH:4][N:3]=1)[O:12][CH2:13][CH3:14])[CH3:17]. The catalyst class is: 8. (7) Reactant: [N:1]1[CH:6]=[CH:5][CH:4]=[CH:3][C:2]=1[C:7]1[O:11][N:10]=[C:9]([C:12](O)=[O:13])[C:8]=1[C:15]([F:18])([F:17])[F:16].N1C=CC=CC=1.N1C(F)=NC(F)=NC=1[F:27]. Product: [N:1]1[CH:6]=[CH:5][CH:4]=[CH:3][C:2]=1[C:7]1[O:11][N:10]=[C:9]([C:12]([F:27])=[O:13])[C:8]=1[C:15]([F:18])([F:17])[F:16]. The catalyst class is: 4. (8) Reactant: [C:1]([O:5][C:6]([CH:8]1[CH2:11][N:10]([CH2:12][C:13]2[CH:14]=[C:15]3[C:23](=[CH:24][CH:25]=2)[C:22]2[O:21][N:20]=[C:19]([C:26]([O:28]C)=[O:27])[C:18]=2[CH2:17][CH2:16]3)[CH2:9]1)=[O:7])([CH3:4])([CH3:3])[CH3:2].O.[OH-].[Li+]. Product: [C:1]([O:5][C:6]([CH:8]1[CH2:11][N:10]([CH2:12][C:13]2[CH:14]=[C:15]3[C:23](=[CH:24][CH:25]=2)[C:22]2[O:21][N:20]=[C:19]([C:26]([OH:28])=[O:27])[C:18]=2[CH2:17][CH2:16]3)[CH2:9]1)=[O:7])([CH3:4])([CH3:2])[CH3:3]. The catalyst class is: 20. (9) Reactant: [F:1][C:2]1[CH:7]=[CH:6][C:5]([N:8]2[C:11](=[O:12])[C@H:10]([S:13][CH2:14][C:15]([C:17]3[CH:22]=[CH:21][C:20]([F:23])=[CH:19][CH:18]=3)=[O:16])[C@H:9]2[C:24]2[CH:42]=[CH:41][C:27]([O:28][CH2:29][C:30]([NH:32][CH2:33][C:34]([NH:36][CH2:37][C:38](O)=[O:39])=[O:35])=[O:31])=[CH:26][CH:25]=2)=[CH:4][CH:3]=1.CN1CCOCC1.CN(C(ON1N=NC2C=CC=CC1=2)=[N+](C)C)C.[B-](F)(F)(F)F.[CH2:72]([NH:79][CH2:80][C:81]([OH:83])=[O:82])[C:73]1[CH:78]=[CH:77][CH:76]=[CH:75][CH:74]=1.[BH4-].[Na+]. Product: [F:1][C:2]1[CH:7]=[CH:6][C:5]([N:8]2[C:11](=[O:12])[C@H:10]([S:13][CH2:14][CH:15]([C:17]3[CH:18]=[CH:19][C:20]([F:23])=[CH:21][CH:22]=3)[OH:16])[C@H:9]2[C:24]2[CH:42]=[CH:41][C:27]([O:28][CH2:29][C:30]([NH:32][CH2:33][C:34]([NH:36][CH2:37][C:38]([N:79]([CH2:72][C:73]3[CH:78]=[CH:77][CH:76]=[CH:75][CH:74]=3)[CH2:80][C:81]([OH:83])=[O:82])=[O:39])=[O:35])=[O:31])=[CH:26][CH:25]=2)=[CH:4][CH:3]=1. The catalyst class is: 3.